Predict which catalyst facilitates the given reaction. From a dataset of Catalyst prediction with 721,799 reactions and 888 catalyst types from USPTO. (1) Reactant: [Cl:1][C:2]1[N:11]=[CH:10][C:9]2[NH:8][CH2:7][C@@H:6]3[CH2:12][O:13][CH2:14][CH2:15][N:5]3[C:4]=2[N:3]=1.CC(C)([O-])C.[Na+].Cl[CH2:23][C:24]1[O:25][C:26]([CH2:29][CH3:30])=[N:27][N:28]=1. Product: [Cl:1][C:2]1[N:11]=[CH:10][C:9]2[N:8]([CH2:23][C:24]3[O:25][C:26]([CH2:29][CH3:30])=[N:27][N:28]=3)[CH2:7][C@@H:6]3[CH2:12][O:13][CH2:14][CH2:15][N:5]3[C:4]=2[N:3]=1. The catalyst class is: 197. (2) Reactant: [CH:1]([N:3]1[CH2:12][CH2:11][C:6]2([O:10][CH2:9][CH2:8][O:7]2)[CH2:5][CH:4]1[C:13]([O:15]C)=[O:14])=[O:2].[OH-].[K+].Cl. Product: [CH:1]([N:3]1[CH2:12][CH2:11][C:6]2([O:7][CH2:8][CH2:9][O:10]2)[CH2:5][CH:4]1[C:13]([OH:15])=[O:14])=[O:2]. The catalyst class is: 12.